From a dataset of Reaction yield outcomes from USPTO patents with 853,638 reactions. Predict the reaction yield, written as a fraction of the theoretical maximum amount of product (1.0 means a 100% yield; for example, 0.34 means a 34% yield). (1) The product is [N:9]1[C:10]2[C:5](=[CH:4][C:3]([CH2:2][C:13]#[N:14])=[CH:12][CH:11]=2)[CH:6]=[CH:7][CH:8]=1. The yield is 0.0800. The catalyst is C(O)C. The reactants are Br[CH2:2][C:3]1[CH:4]=[C:5]2[C:10](=[CH:11][CH:12]=1)[N:9]=[CH:8][CH:7]=[CH:6]2.[C-:13]#[N:14].[Na+]. (2) The reactants are [NH2:1][C:2]1[C:10]2[C:5](=[N:6][CH:7]=[C:8]([Cl:25])[C:9]=2[N:11]2[CH2:16][CH2:15][CH2:14][C@@H:13]([NH:17][C:18](=[O:24])[O:19][C:20]([CH3:23])([CH3:22])[CH3:21])[CH2:12]2)[NH:4][CH:3]=1.[CH3:26][O:27][CH2:28][C:29](Cl)=[O:30].C(N(CC)CC)C.[Li+].[OH-]. The catalyst is CC#N.O.O.CN1C(=O)CCC1. The product is [Cl:25][C:8]1[C:9]([N:11]2[CH2:16][CH2:15][CH2:14][C@@H:13]([NH:17][C:18](=[O:24])[O:19][C:20]([CH3:21])([CH3:22])[CH3:23])[CH2:12]2)=[C:10]2[C:2]([NH:1][C:29](=[O:30])[CH2:28][O:27][CH3:26])=[CH:3][NH:4][C:5]2=[N:6][CH:7]=1. The yield is 0.770. (3) The reactants are C([N:3](CC)CC)C.C(OC(Cl)=O)C(C)C.[CH3:16][O:17][CH2:18][O:19][C:20]1[CH:25]=[C:24]([O:26][CH2:27][O:28][CH3:29])[CH:23]=[CH:22][C:21]=1[CH:30]1[CH2:35][CH2:34][CH2:33][CH:32]([C:36]([OH:38])=O)[CH2:31]1.N. The catalyst is O1CCCC1. The product is [CH3:16][O:17][CH2:18][O:19][C:20]1[CH:25]=[C:24]([O:26][CH2:27][O:28][CH3:29])[CH:23]=[CH:22][C:21]=1[CH:30]1[CH2:35][CH2:34][CH2:33][CH:32]([C:36]([NH2:3])=[O:38])[CH2:31]1. The yield is 0.870. (4) The reactants are [OH-].[Na+].[CH2:3]([NH:10][CH2:11][CH2:12][OH:13])[C:4]1[CH:9]=[CH:8][CH:7]=[CH:6][CH:5]=1.Cl[CH2:15][C:16](Cl)=[O:17].Cl.[Cl:20][CH2:21]Cl. The catalyst is O. The product is [CH2:3]([N:10]([CH2:11][CH2:12][OH:13])[C:16](=[O:17])[CH2:15][CH2:21][Cl:20])[C:4]1[CH:9]=[CH:8][CH:7]=[CH:6][CH:5]=1. The yield is 0.820. (5) The reactants are [CH3:1][C:2]([O:5][C:6]([N:8]1[C:16]2[N:15]=[CH:14][N:13]=[C:12]([N:17]3[CH2:22][CH2:21][C:20]4([C:26]5=[N:27][C:28]6[C:33]([O:34]CC7C=CC=CC=7)=[CH:32][CH:31]=[CH:30][C:29]=6[N:25]5[C:24](=[O:42])[N:23]4[C:43]([O:45][C:46]([CH3:49])([CH3:48])[CH3:47])=[O:44])[CH2:19][CH2:18]3)[C:11]=2[CH:10]=[CH:9]1)=[O:7])([CH3:4])[CH3:3]. The catalyst is [Pd].C(O)C.C1COCC1. The product is [OH:34][C:33]1[C:28]2[N:27]=[C:26]3[C:20]4([N:23]([C:43]([O:45][C:46]([CH3:49])([CH3:48])[CH3:47])=[O:44])[C:24](=[O:42])[N:25]3[C:29]=2[CH:30]=[CH:31][CH:32]=1)[CH2:21][CH2:22][N:17]([C:12]1[C:11]2[CH:10]=[CH:9][N:8]([C:6]([O:5][C:2]([CH3:3])([CH3:4])[CH3:1])=[O:7])[C:16]=2[N:15]=[CH:14][N:13]=1)[CH2:18][CH2:19]4. The yield is 0.900. (6) The reactants are Cl.[OH:2][CH2:3][CH2:4][NH:5][C:6]1[N:7]=[C:8]([O:39][CH3:40])[C:9]2[C:14]([C:15]3[CH:20]=[CH:19][CH:18]=[CH:17][CH:16]=3)=[C:13]([C:21]3[CH:26]=[CH:25][C:24]([C:27]4([NH:31]C(=O)OC(C)(C)C)[CH2:30][CH2:29][CH2:28]4)=[CH:23][CH:22]=3)[O:12][C:10]=2[N:11]=1. The yield is 0.430. The catalyst is O1CCOCC1.C1COCC1. The product is [NH2:31][C:27]1([C:24]2[CH:25]=[CH:26][C:21]([C:13]3[O:12][C:10]4[N:11]=[C:6]([NH:5][CH2:4][CH2:3][OH:2])[N:7]=[C:8]([O:39][CH3:40])[C:9]=4[C:14]=3[C:15]3[CH:16]=[CH:17][CH:18]=[CH:19][CH:20]=3)=[CH:22][CH:23]=2)[CH2:28][CH2:29][CH2:30]1. (7) The reactants are [CH3:1][C:2]1[S:6][C:5]([C:7]([OH:9])=O)=[CH:4][C:3]=1[C:10]1[N:14]([CH3:15])[N:13]=[CH:12][CH:11]=1.[NH2:16][C@@H:17]([CH2:30][C:31]1[CH:36]=[CH:35][CH:34]=[C:33]([C:37]([F:40])([F:39])[F:38])[CH:32]=1)[CH2:18][N:19]1[C:27](=[O:28])[C:26]2[C:21](=[CH:22][CH:23]=[CH:24][CH:25]=2)[C:20]1=[O:29].C1CN([P+](Br)(N2CCCC2)N2CCCC2)CC1.F[P-](F)(F)(F)(F)F.CCN(C(C)C)C(C)C. The catalyst is C(Cl)(Cl)Cl. The product is [O:28]=[C:27]1[C:26]2[C:21](=[CH:22][CH:23]=[CH:24][CH:25]=2)[C:20](=[O:29])[N:19]1[CH2:18][C@@H:17]([NH:16][C:7]([C:5]1[S:6][C:2]([CH3:1])=[C:3]([C:10]2[N:14]([CH3:15])[N:13]=[CH:12][CH:11]=2)[CH:4]=1)=[O:9])[CH2:30][C:31]1[CH:36]=[CH:35][CH:34]=[C:33]([C:37]([F:39])([F:38])[F:40])[CH:32]=1. The yield is 0.450. (8) The reactants are [F:1][C:2]1[CH:7]=[C:6]([C:8]([OH:10])=O)[CH:5]=[CH:4][N:3]=1.C(N1C=CN=C1)(N1C=CN=C1)=O.[Mg+].[C:24]([O:30][CH2:31][CH3:32])(=[O:29])[CH2:25]C([O-])=O.Cl. The catalyst is O1CCCC1. The product is [F:1][C:2]1[CH:7]=[C:6]([C:8](=[O:10])[CH2:25][C:24]([O:30][CH2:31][CH3:32])=[O:29])[CH:5]=[CH:4][N:3]=1. The yield is 0.490.